This data is from Catalyst prediction with 721,799 reactions and 888 catalyst types from USPTO. The task is: Predict which catalyst facilitates the given reaction. (1) Reactant: [CH3:1][C:2]1[N:3]=[C:4]([C:13]2[CH:18]=[CH:17][CH:16]=[CH:15][CH:14]=2)[N:5]2[C:10]=1[CH:9]=[N:8][C:7](SC)=[N:6]2.CC1N=C(C2C=CC=CC=2)N2C=1C=NC(S(C)(=O)=O)=N2.[N:39]1([CH2:45][CH2:46][O:47][C:48]2[CH:53]=[CH:52][C:51]([NH2:54])=[CH:50][CH:49]=2)[CH2:44][CH2:43][O:42][CH2:41][CH2:40]1. Product: [CH3:1][C:2]1[N:3]=[C:4]([C:13]2[CH:18]=[CH:17][CH:16]=[CH:15][CH:14]=2)[N:5]2[C:10]=1[CH:9]=[N:8][C:7]([NH:54][C:51]1[CH:52]=[CH:53][C:48]([O:47][CH2:46][CH2:45][N:39]3[CH2:40][CH2:41][O:42][CH2:43][CH2:44]3)=[CH:49][CH:50]=1)=[N:6]2. The catalyst class is: 8. (2) Reactant: [CH3:1][C:2]([C:5]1[NH:14][C:8]2=[N+:9]([O-])[CH:10]=[CH:11][CH:12]=[C:7]2[CH:6]=1)([CH3:4])[CH3:3].CS([Cl:19])(=O)=O.[OH-].[Na+]. Product: [Cl:19][C:12]1[CH:11]=[CH:10][N:9]=[C:8]2[NH:14][C:5]([C:2]([CH3:4])([CH3:3])[CH3:1])=[CH:6][C:7]=12. The catalyst class is: 3. (3) The catalyst class is: 2. Reactant: [F:1][C:2]1[CH:8]=[CH:7][C:5]([NH2:6])=[CH:4][CH:3]=1.C[O:10][C:11]([C:13]1[C:18]([CH2:19][CH:20]=O)=[CH:17][C:16]([CH2:22][O:23][C:24]2[CH:29]=[CH:28][CH:27]=[CH:26][CH:25]=2)=[CH:15][N:14]=1)=O.C(O[BH-](OC(=O)C)OC(=O)C)(=O)C.[Na+].C(O)(=O)C. Product: [F:1][C:2]1[CH:8]=[CH:7][C:5]([N:6]2[C:11](=[O:10])[C:13]3[N:14]=[CH:15][C:16]([CH2:22][O:23][C:24]4[CH:29]=[CH:28][CH:27]=[CH:26][CH:25]=4)=[CH:17][C:18]=3[CH2:19][CH2:20]2)=[CH:4][CH:3]=1. (4) Reactant: [CH3:1][C:2]1([CH3:14])[C:6]([CH3:8])([CH3:7])[O:5][B:4]([C:9]2[CH:10]=[N:11][NH:12][CH:13]=2)[O:3]1.[H-].[Na+].CC1C=CC(S(O[CH2:28][C@H:29]2[CH2:33][O:32][C:31]([CH3:35])([CH3:34])[O:30]2)(=O)=O)=CC=1. Product: [CH3:34][C:31]1([CH3:35])[O:30][C@@H:29]([CH2:28][N:12]2[CH:13]=[C:9]([B:4]3[O:5][C:6]([CH3:7])([CH3:8])[C:2]([CH3:14])([CH3:1])[O:3]3)[CH:10]=[N:11]2)[CH2:33][O:32]1. The catalyst class is: 3. (5) Reactant: C([O:3][C:4](=O)[CH2:5][C:6]1[C:14]2[C:9](=[CH:10][CH:11]=[C:12]([CH2:15][N:16]([CH3:18])[CH3:17])[CH:13]=2)[NH:8][C:7]=1[C:19]([F:22])([F:21])[F:20])C.[NH3:24]. Product: [CH3:17][N:16]([CH2:15][C:12]1[CH:13]=[C:14]2[C:9](=[CH:10][CH:11]=1)[NH:8][C:7]([C:19]([F:22])([F:21])[F:20])=[C:6]2[CH2:5][C:4]([NH2:24])=[O:3])[CH3:18]. The catalyst class is: 5. (6) Reactant: Cl.[Cl:2][C:3]1[CH:15]=[CH:14][C:6]([O:7][CH:8]2[CH2:13][CH2:12][NH:11][CH2:10][CH2:9]2)=[CH:5][CH:4]=1.[CH3:16][O:17][C:18]([C:20]1[CH:21]=[C:22]([CH:26]=[CH:27][CH:28]=1)[C:23](O)=[O:24])=[O:19].C(N(CC)C(C)C)(C)C.CN(C(ON1N=NC2C=CC=CC1=2)=[N+](C)C)C.F[P-](F)(F)(F)(F)F. Product: [Cl:2][C:3]1[CH:15]=[CH:14][C:6]([O:7][CH:8]2[CH2:9][CH2:10][N:11]([C:23]([C:22]3[CH:21]=[C:20]([CH:28]=[CH:27][CH:26]=3)[C:18]([O:17][CH3:16])=[O:19])=[O:24])[CH2:12][CH2:13]2)=[CH:5][CH:4]=1. The catalyst class is: 35.